From a dataset of Full USPTO retrosynthesis dataset with 1.9M reactions from patents (1976-2016). Predict the reactants needed to synthesize the given product. Given the product [F:47][C:43]1[C:42]([C:2]2[N:3]=[C:4]([N:25]3[CH2:30][CH2:29][O:28][CH2:27][CH2:26]3)[C:5]3[N:11]=[C:10]([CH2:12][N:13]4[CH2:18][CH2:17][N:16]([C:19]([CH3:24])([CH3:23])[C:20]([NH2:22])=[O:21])[CH2:15][CH2:14]4)[CH:9]=[CH:8][C:6]=3[N:7]=2)=[C:41]2[C:46](=[CH:45][CH:44]=1)[NH:38][CH:39]=[CH:40]2, predict the reactants needed to synthesize it. The reactants are: Cl[C:2]1[N:3]=[C:4]([N:25]2[CH2:30][CH2:29][O:28][CH2:27][CH2:26]2)[C:5]2[N:11]=[C:10]([CH2:12][N:13]3[CH2:18][CH2:17][N:16]([C:19]([CH3:24])([CH3:23])[C:20]([NH2:22])=[O:21])[CH2:15][CH2:14]3)[CH:9]=[CH:8][C:6]=2[N:7]=1.[Si]([N:38]1[C:46]2[C:41](=[C:42](B3OC(C)(C)C(C)(C)O3)[C:43]([F:47])=[CH:44][CH:45]=2)[CH:40]=[CH:39]1)(C(C)(C)C)(C)C.